This data is from Full USPTO retrosynthesis dataset with 1.9M reactions from patents (1976-2016). The task is: Predict the reactants needed to synthesize the given product. (1) Given the product [Si:64]([O:63][C@H:20]([C:12]1[CH:11]=[CH:10][C:9]([OH:8])=[C:18]2[C:13]=1[CH:14]=[CH:15][C:16](=[O:19])[NH:17]2)[CH2:21][NH:22][CH2:23][CH2:24][CH2:25][CH2:26][CH2:27][O:28][C:29]1[CH:30]=[CH:31][C:32]([C:33]([NH:35][C:36]2[CH:37]=[C:38]([C:42]([OH:60])([C:54]3[CH:55]=[CH:56][CH:57]=[CH:58][CH:59]=3)[C:43]([O:45][C@@H:46]3[CH:51]4[CH2:52][CH2:53][N:48]([CH2:49][CH2:50]4)[CH2:47]3)=[O:44])[CH:39]=[CH:40][CH:41]=2)=[O:34])=[CH:61][CH:62]=1)([C:67]([CH3:70])([CH3:68])[CH3:69])([CH3:66])[CH3:65], predict the reactants needed to synthesize it. The reactants are: C([O:8][C:9]1[CH:10]=[CH:11][C:12]([C@@H:20]([O:63][Si:64]([C:67]([CH3:70])([CH3:69])[CH3:68])([CH3:66])[CH3:65])[CH2:21][NH:22][CH2:23][CH2:24][CH2:25][CH2:26][CH2:27][O:28][C:29]2[CH:62]=[CH:61][C:32]([C:33]([NH:35][C:36]3[CH:37]=[C:38]([C:42]([OH:60])([C:54]4[CH:59]=[CH:58][CH:57]=[CH:56][CH:55]=4)[C:43]([O:45][C@@H:46]4[CH:51]5[CH2:52][CH2:53][N:48]([CH2:49][CH2:50]5)[CH2:47]4)=[O:44])[CH:39]=[CH:40][CH:41]=3)=[O:34])=[CH:31][CH:30]=2)=[C:13]2[C:18]=1[NH:17][C:16](=[O:19])[CH:15]=[CH:14]2)C1C=CC=CC=1.O. (2) Given the product [NH:6]1[CH2:5][CH2:4][O:25][CH2:24][CH2:7]1.[CH2:24]([NH2:26])[CH2:23][CH2:22][CH3:27].[NH:12]1[CH2:13][CH2:9][CH2:4][CH2:3][CH2:11]1, predict the reactants needed to synthesize it. The reactants are: N1[C:5]2=[N:6][CH:7]=N[CH:9]=[C:4]2[C:3](=O)N=1.[CH3:11][N:12](P(N(C)C)(N(C)C)=O)[CH3:13].[CH2:22]1[C:27](=O)[N:26](Br)[C:24](=[O:25])[CH2:23]1.[Li+].[Br-]. (3) Given the product [CH3:25][O:24][C:18]1[CH:23]=[CH:22][C:21]([C:6](=[O:17])[CH2:7][CH2:8][CH2:9][CH2:10][CH2:11][CH2:12][C:13]([O:15][CH3:16])=[O:14])=[CH:20][CH:19]=1, predict the reactants needed to synthesize it. The reactants are: [Cl-].[Al+3].[Cl-].[Cl-].Cl[C:6](=[O:17])[CH2:7][CH2:8][CH2:9][CH2:10][CH2:11][CH2:12][C:13]([O:15][CH3:16])=[O:14].[C:18]1([O:24][CH3:25])[CH:23]=[CH:22][CH:21]=[CH:20][CH:19]=1. (4) Given the product [N:1]1([CH2:6][CH2:7][CH2:8][CH2:9][NH2:10])[CH2:5][CH2:4][CH2:3][CH2:2]1, predict the reactants needed to synthesize it. The reactants are: [N:1]1([CH2:6][CH2:7][CH2:8][CH2:9][NH:10]C(=O)OCC2C=CC=CC=2)[CH2:5][CH2:4][CH2:3][CH2:2]1. (5) The reactants are: [S:1]1[C:9]2[C:4](=[N:5][CH:6]=[CH:7][C:8]=2O)[CH:3]=[CH:2]1.P(Cl)(Cl)([Cl:13])=O.[OH-].[Na+]. Given the product [Cl:13][C:8]1[CH:7]=[CH:6][N:5]=[C:4]2[CH:3]=[CH:2][S:1][C:9]=12, predict the reactants needed to synthesize it. (6) Given the product [C:1]([C:4]1[C:5]([O:10][C:11]2[CH:20]=[CH:19][C:14]([C:15]([OH:17])=[O:16])=[CH:13][CH:12]=2)=[N:6][CH:7]=[CH:8][CH:9]=1)(=[O:3])[NH2:2], predict the reactants needed to synthesize it. The reactants are: [C:1]([C:4]1[C:5]([O:10][C:11]2[CH:20]=[CH:19][C:14]([C:15]([O:17]C)=[O:16])=[CH:13][CH:12]=2)=[N:6][CH:7]=[CH:8][CH:9]=1)(=[O:3])[NH2:2].[OH-].[Li+].Cl. (7) Given the product [Cl:1][C:2]1[C:7]([C:8]2[CH:13]=[CH:12][C:11]([C:14]([F:17])([F:16])[F:15])=[CH:10][CH:9]=2)=[CH:6][C:5]([CH:18]([CH2:22][CH:23]2[CH2:25][CH2:24]2)[C:19]([OH:21])=[O:20])=[CH:4][C:3]=1[O:26][CH2:27][CH:28]1[CH2:30][CH2:29]1, predict the reactants needed to synthesize it. The reactants are: [Cl:1][C:2]1[C:7]([C:8]2[CH:13]=[CH:12][C:11]([C:14]([F:17])([F:16])[F:15])=[CH:10][CH:9]=2)=[CH:6][C:5]([CH:18]([CH2:22][CH:23]2[CH2:25][CH2:24]2)[C:19]([O-:21])=[O:20])=[CH:4][C:3]=1[O:26][CH2:27][CH:28]1[CH2:30][CH2:29]1.[Li+].[OH-].